This data is from Full USPTO retrosynthesis dataset with 1.9M reactions from patents (1976-2016). The task is: Predict the reactants needed to synthesize the given product. (1) Given the product [Cl:1][C:2]1[CH:3]=[CH:4][C:5]([F:37])=[C:6]([C:8]2[CH:13]=[CH:12][C:11]([CH2:14][N:15]([CH2:31][C@@H:32]([O:36][P:54]([OH:55])([OH:65])=[O:64])[C:33]([OH:35])=[O:34])[NH:16][C:17]([C:19]3[O:23][N:22]=[C:21]([C:24]4[CH:29]=[CH:28][CH:27]=[CH:26][C:25]=4[F:30])[CH:20]=3)=[O:18])=[CH:10][CH:9]=2)[CH:7]=1, predict the reactants needed to synthesize it. The reactants are: [Cl:1][C:2]1[CH:3]=[CH:4][C:5]([F:37])=[C:6]([C:8]2[CH:13]=[CH:12][C:11]([CH2:14][N:15]([CH2:31][C@@H:32]([OH:36])[C:33]([OH:35])=[O:34])[NH:16][C:17]([C:19]3[O:23][N:22]=[C:21]([C:24]4[CH:29]=[CH:28][CH:27]=[CH:26][C:25]=4[F:30])[CH:20]=3)=[O:18])=[CH:10][CH:9]=2)[CH:7]=1.CCO.Cl.O1CCOCC1.N1C=CC=CC=1.[P:54](Cl)(Cl)(Cl)=[O:55].CC(C)=O.[Li+].[OH-:64].[OH2:65]. (2) Given the product [Cl:39][C:40]1[C:45]([CH3:46])=[C:44]([C:2]2[C:10]3[C:9]([O:11][C@@H:12]([CH2:18][C:19]4[CH:24]=[CH:23][CH:22]=[CH:21][C:20]=4[O:25][CH:26]4[CH2:31][CH2:30][CH2:29][CH2:28][O:27]4)[C:13]([O:15][CH2:16][CH3:17])=[O:14])=[N:8][CH:7]=[N:6][C:5]=3[S:4][C:3]=2[C:32]2[CH:37]=[CH:36][C:35]([F:38])=[CH:34][CH:33]=2)[CH:43]=[CH:42][C:41]=1[OH:56], predict the reactants needed to synthesize it. The reactants are: Br[C:2]1[C:10]2[C:9]([O:11][C@@H:12]([CH2:18][C:19]3[CH:24]=[CH:23][CH:22]=[CH:21][C:20]=3[O:25][CH:26]3[CH2:31][CH2:30][CH2:29][CH2:28][O:27]3)[C:13]([O:15][CH2:16][CH3:17])=[O:14])=[N:8][CH:7]=[N:6][C:5]=2[S:4][C:3]=1[C:32]1[CH:37]=[CH:36][C:35]([F:38])=[CH:34][CH:33]=1.[Cl:39][C:40]1[C:45]([CH3:46])=[C:44](B2OC(C)(C)C(C)(C)O2)[CH:43]=[CH:42][C:41]=1[OH:56].C([O-])([O-])=O.[Cs+].[Cs+]. (3) Given the product [F:1][C:2]1[CH:3]=[C:4]([N:10]([CH2:23][CH2:24][CH3:25])[S:11]([C:14]2[CH:19]=[CH:18][C:17]([O:20][CH3:21])=[CH:16][CH:15]=2)(=[O:12])=[O:13])[CH:5]=[CH:6][C:7]=1[O:8][CH3:9], predict the reactants needed to synthesize it. The reactants are: [F:1][C:2]1[CH:3]=[C:4]([NH:10][S:11]([C:14]2[CH:19]=[CH:18][C:17]([O:20][CH3:21])=[CH:16][CH:15]=2)(=[O:13])=[O:12])[CH:5]=[CH:6][C:7]=1[O:8][CH3:9].Br[CH2:23][CH2:24][CH3:25]. (4) Given the product [CH2:1]=[C:8]1[CH2:14][CH:13]2[N:15]([C:16]([O:18][C:19]([CH3:22])([CH3:21])[CH3:20])=[O:17])[CH:10]([CH2:11][CH2:12]2)[CH2:9]1, predict the reactants needed to synthesize it. The reactants are: [CH3:1]C(C)([O-])C.[K+].O=[C:8]1[CH2:14][CH:13]2[N:15]([C:16]([O:18][C:19]([CH3:22])([CH3:21])[CH3:20])=[O:17])[CH:10]([CH2:11][CH2:12]2)[CH2:9]1. (5) Given the product [CH2:33]([NH:1][C:2]1[CH:3]=[C:4](/[CH:24]=[C:25]2/[C:26]([NH:31][CH3:32])=[N:27][C:28](=[O:30])[S:29]/2)[CH:5]=[CH:6][C:7]=1[O:8][CH2:9][C:10]1[CH:15]=[CH:14][C:13]([C:16]([F:17])([F:18])[F:19])=[CH:12][C:11]=1[C:20]([F:21])([F:22])[F:23])[C:34]1[CH:39]=[CH:38][CH:37]=[CH:36][CH:35]=1, predict the reactants needed to synthesize it. The reactants are: [NH2:1][C:2]1[CH:3]=[C:4](/[CH:24]=[C:25]2/[C:26]([NH:31][CH3:32])=[N:27][C:28](=[O:30])[S:29]/2)[CH:5]=[CH:6][C:7]=1[O:8][CH2:9][C:10]1[CH:15]=[CH:14][C:13]([C:16]([F:19])([F:18])[F:17])=[CH:12][C:11]=1[C:20]([F:23])([F:22])[F:21].[CH:33](=O)[C:34]1[CH:39]=[CH:38][CH:37]=[CH:36][CH:35]=1.C([BH3-])#N.[Na+]. (6) Given the product [C:1]([C:3]1[C:7]2[NH:8][C:9](=[O:28])[N:10]([CH:13]3[CH2:18][CH2:17][N:16]([C:19]4[S:20][C:21]([C:24]([OH:26])=[O:25])=[CH:22][N:23]=4)[CH2:15][CH2:14]3)[C:11](=[O:12])[C:6]=2[NH:5][C:4]=1[CH3:29])#[N:2], predict the reactants needed to synthesize it. The reactants are: [C:1]([C:3]1[C:7]2[NH:8][C:9](=[O:28])[N:10]([CH:13]3[CH2:18][CH2:17][N:16]([C:19]4[S:20][C:21]([C:24]([O:26]C)=[O:25])=[CH:22][N:23]=4)[CH2:15][CH2:14]3)[C:11](=[O:12])[C:6]=2[NH:5][C:4]=1[CH3:29])#[N:2].CC1NC2C(=O)N(C3CCNCC3)C(=O)NC=2C=1C#N.[OH-].[Na+].